Dataset: Catalyst prediction with 721,799 reactions and 888 catalyst types from USPTO. Task: Predict which catalyst facilitates the given reaction. (1) Reactant: [CH3:1][N:2]([CH:15]1[CH2:20][CH2:19][CH2:18][N:17]([CH3:21])[CH2:16]1)[C:3]1[O:4][C:5]2[CH:11]=[CH:10][C:9]([N+:12]([O-])=O)=[CH:8][C:6]=2[N:7]=1. Product: [NH3:2].[CH3:1][N:2]([CH:15]1[CH2:20][CH2:19][CH2:18][N:17]([CH3:21])[CH2:16]1)[C:3]1[O:4][C:5]2[CH:11]=[CH:10][C:9]([NH2:12])=[CH:8][C:6]=2[N:7]=1. The catalyst class is: 180. (2) Reactant: [CH2:1]([Si:5]([C:18]1[CH:23]=[CH:22][CH:21]=[CH:20][CH:19]=1)([C:12]1[CH:17]=[CH:16][CH:15]=[CH:14][CH:13]=1)[CH:6](O)[CH2:7][CH:8]([CH3:10])[CH3:9])[CH2:2][CH:3]=[CH2:4].CS(Cl)(=O)=O.[N-:29]=[N+:30]=[N-:31].[Na+]. Product: [N:29]([CH:6]([Si:5]([CH2:1][CH2:2][CH:3]=[CH2:4])([C:18]1[CH:19]=[CH:20][CH:21]=[CH:22][CH:23]=1)[C:12]1[CH:13]=[CH:14][CH:15]=[CH:16][CH:17]=1)[CH2:7][CH:8]([CH3:9])[CH3:10])=[N+:30]=[N-:31]. The catalyst class is: 624. (3) Reactant: [C:1]([C:3]1[CH:4]=[C:5]([N:9]2[CH2:14][CH2:13][CH2:12][CH2:11][C@H:10]2[C:15]([OH:17])=[O:16])[CH:6]=[CH:7][CH:8]=1)#[N:2].[ClH:18].[NH2:19]O.[OH-].[K+].C(OC(=O)C)(=O)C. Product: [ClH:18].[NH2:2][C:1](=[NH:19])[C:3]1[CH:4]=[C:5]([N:9]2[CH2:14][CH2:13][CH2:12][CH2:11][C@H:10]2[C:15]([OH:17])=[O:16])[CH:6]=[CH:7][CH:8]=1. The catalyst class is: 129.